From a dataset of Ames mutagenicity test results for genotoxicity prediction. Regression/Classification. Given a drug SMILES string, predict its toxicity properties. Task type varies by dataset: regression for continuous values (e.g., LD50, hERG inhibition percentage) or binary classification for toxic/non-toxic outcomes (e.g., AMES mutagenicity, cardiotoxicity, hepatotoxicity). Dataset: ames. (1) The compound is C=CC(=O)OCCOCCOCCOCCOC(=O)C=C. The result is 0 (non-mutagenic). (2) The molecule is CNc1ccc2ncccc2c1N. The result is 0 (non-mutagenic). (3) The compound is c1ccc2c(c1)ccc1cc3c(cc12)c1c(c2ccccc23)O1. The result is 1 (mutagenic).